Dataset: Full USPTO retrosynthesis dataset with 1.9M reactions from patents (1976-2016). Task: Predict the reactants needed to synthesize the given product. (1) Given the product [Br:36][CH2:37][CH2:38][CH2:39][CH2:40][O:35][C:5]1[C:4]([Cl:3])=[CH:9][C:8]([N:10]2[CH2:11][CH2:12][N:13]([C:16]([C:18]3[CH:23]=[C:22]([S:24]([CH3:27])(=[O:26])=[O:25])[CH:21]=[CH:20][C:19]=3[C:28]3[CH:33]=[CH:32][CH:31]=[CH:30][CH:29]=3)=[O:17])[CH2:14][CH2:15]2)=[CH:7][C:6]=1[Cl:34], predict the reactants needed to synthesize it. The reactants are: [H-].[Na+].[Cl:3][C:4]1[CH:9]=[C:8]([N:10]2[CH2:15][CH2:14][N:13]([C:16]([C:18]3[CH:23]=[C:22]([S:24]([CH3:27])(=[O:26])=[O:25])[CH:21]=[CH:20][C:19]=3[C:28]3[CH:33]=[CH:32][CH:31]=[CH:30][CH:29]=3)=[O:17])[CH2:12][CH2:11]2)[CH:7]=[C:6]([Cl:34])[C:5]=1[OH:35].[Br:36][CH2:37][CH2:38][CH2:39][CH2:40]Br. (2) Given the product [Br:10][C:9]1[C:2]([NH:1][C:14]2[CH2:18][N:17]([C@@H:19]3[CH2:23][CH2:22][O:21][CH2:20]3)[C:16](=[O:24])[CH:15]=2)=[C:3]([CH:6]=[CH:7][C:8]=1[F:11])[C:4]#[N:5], predict the reactants needed to synthesize it. The reactants are: [NH2:1][C:2]1[C:9]([Br:10])=[C:8]([F:11])[CH:7]=[CH:6][C:3]=1[C:4]#[N:5].CO[C:14]1[CH2:18][N:17]([C@@H:19]2[CH2:23][CH2:22][O:21][CH2:20]2)[C:16](=[O:24])[CH:15]=1. (3) Given the product [CH3:25][N:26]1[C:27](=[O:58])[C:28]([NH:41][C:42]2[CH:47]=[CH:46][C:45]([N:48]3[CH2:53][CH2:52][N:51]([CH:54]4[CH2:55][O:56][CH2:57]4)[CH2:50][CH2:49]3)=[CH:44][N:43]=2)=[CH:29][C:30]([C:2]2[C:3]([CH:23]=[O:24])=[C:4]([N:8]3[CH2:19][CH2:18][C:17]4[C:16]5[CH2:15][C:14]([CH3:21])([CH3:20])[CH2:13][C:12]=5[S:11][C:10]=4[C:9]3=[O:22])[N:5]=[CH:6][CH:7]=2)=[CH:31]1, predict the reactants needed to synthesize it. The reactants are: Cl[C:2]1[CH:7]=[CH:6][N:5]=[C:4]([N:8]2[CH2:19][CH2:18][C:17]3[C:16]4[CH2:15][C:14]([CH3:21])([CH3:20])[CH2:13][C:12]=4[S:11][C:10]=3[C:9]2=[O:22])[C:3]=1[CH:23]=[O:24].[CH3:25][N:26]1[CH:31]=[C:30](B2OC(C)(C)C(C)(C)O2)[CH:29]=[C:28]([NH:41][C:42]2[CH:47]=[CH:46][C:45]([N:48]3[CH2:53][CH2:52][N:51]([CH:54]4[CH2:57][O:56][CH2:55]4)[CH2:50][CH2:49]3)=[CH:44][N:43]=2)[C:27]1=[O:58].